From a dataset of NCI-60 drug combinations with 297,098 pairs across 59 cell lines. Regression. Given two drug SMILES strings and cell line genomic features, predict the synergy score measuring deviation from expected non-interaction effect. (1) Drug 1: CC1=C2C(C(=O)C3(C(CC4C(C3C(C(C2(C)C)(CC1OC(=O)C(C(C5=CC=CC=C5)NC(=O)C6=CC=CC=C6)O)O)OC(=O)C7=CC=CC=C7)(CO4)OC(=O)C)O)C)OC(=O)C. Drug 2: CCC1=C2CN3C(=CC4=C(C3=O)COC(=O)C4(CC)O)C2=NC5=C1C=C(C=C5)O. Cell line: UO-31. Synergy scores: CSS=26.7, Synergy_ZIP=-5.16, Synergy_Bliss=2.79, Synergy_Loewe=-49.0, Synergy_HSA=3.53. (2) Drug 1: COC1=NC(=NC2=C1N=CN2C3C(C(C(O3)CO)O)O)N. Drug 2: CS(=O)(=O)OCCCCOS(=O)(=O)C. Cell line: COLO 205. Synergy scores: CSS=32.9, Synergy_ZIP=-10.6, Synergy_Bliss=-3.99, Synergy_Loewe=1.90, Synergy_HSA=0.731. (3) Drug 1: C1=C(C(=O)NC(=O)N1)N(CCCl)CCCl. Drug 2: CC1C(C(CC(O1)OC2CC(CC3=C2C(=C4C(=C3O)C(=O)C5=C(C4=O)C(=CC=C5)OC)O)(C(=O)CO)O)N)O.Cl. Cell line: SK-MEL-2. Synergy scores: CSS=70.1, Synergy_ZIP=7.45, Synergy_Bliss=7.78, Synergy_Loewe=-30.1, Synergy_HSA=8.23.